From a dataset of Full USPTO retrosynthesis dataset with 1.9M reactions from patents (1976-2016). Predict the reactants needed to synthesize the given product. (1) Given the product [CH2:1]=[CH:2][CH3:3].[CH2:17]=[CH:18][CH2:19][CH2:20][CH2:21][CH3:22], predict the reactants needed to synthesize it. The reactants are: [CH2:1]([Al](CC(C)C)CC(C)C)[CH:2](C)[CH3:3].C=CC.[CH2:17]=[CH:18][CH2:19][CH2:20][CH2:21][CH3:22]. (2) Given the product [Cl-:8].[CH3:1][O:2][C:3]1[CH:10]=[CH:9][C:6]([CH2:7][P+:17]([C:18]2[CH:19]=[CH:20][CH:21]=[CH:22][CH:23]=2)([C:24]2[CH:29]=[CH:28][CH:27]=[CH:26][CH:25]=2)[C:11]2[CH:12]=[CH:13][CH:14]=[CH:15][CH:16]=2)=[CH:5][CH:4]=1, predict the reactants needed to synthesize it. The reactants are: [CH3:1][O:2][C:3]1[CH:10]=[CH:9][C:6]([CH2:7][Cl:8])=[CH:5][CH:4]=1.[C:11]1([P:17]([C:24]2[CH:29]=[CH:28][CH:27]=[CH:26][CH:25]=2)[C:18]2[CH:23]=[CH:22][CH:21]=[CH:20][CH:19]=2)[CH:16]=[CH:15][CH:14]=[CH:13][CH:12]=1. (3) Given the product [CH3:39][N:38]([CH3:40])[C:35]1[CH:36]=[CH:37][C:32]([CH2:31][N:21]([C:22]2[CH:27]=[CH:26][C:25]([CH:28]([CH3:29])[CH3:30])=[CH:24][CH:23]=2)[C:19]([CH:14]2[C:15]3[C:10](=[C:9]([OH:8])[CH:18]=[CH:17][CH:16]=3)[CH2:11][CH2:12][CH2:13]2)=[O:20])=[CH:33][CH:34]=1, predict the reactants needed to synthesize it. The reactants are: C([O:8][C:9]1[CH:18]=[CH:17][CH:16]=[C:15]2[C:10]=1[CH2:11][CH2:12][CH2:13][CH:14]2[C:19]([N:21]([CH2:31][C:32]1[CH:37]=[CH:36][C:35]([N:38]([CH3:40])[CH3:39])=[CH:34][CH:33]=1)[C:22]1[CH:27]=[CH:26][C:25]([CH:28]([CH3:30])[CH3:29])=[CH:24][CH:23]=1)=[O:20])C1C=CC=CC=1.C([O-])=O.[NH4+]. (4) Given the product [Cl:1][C:2]1[C:3]([C:9]2[CH:14]=[CH:13][CH:12]=[CH:11][CH:10]=2)=[CH:4][C:5]2[N:6]([CH:16]=[C:17]([CH3:18])[N:8]=2)[N:7]=1, predict the reactants needed to synthesize it. The reactants are: [Cl:1][C:2]1[N:7]=[N:6][C:5]([NH2:8])=[CH:4][C:3]=1[C:9]1[CH:14]=[CH:13][CH:12]=[CH:11][CH:10]=1.Cl[C:16]1N=NC(N)=[C:18](C2C=CC=CC=2)[CH:17]=1.ClCC(=O)C. (5) Given the product [CH:25]1[C:26]2[CH:27]([CH2:29][O:30][C:31]([NH:33][C@@:34]3([C:46]([O:48][CH2:49][CH3:50])=[O:47])[CH2:39][C:38]4([CH2:2][CH2:40]4)[C@@H:37]4[C@H:35]3[C@H:36]4[C:41]([O:43][CH2:44][CH3:45])=[O:42])=[O:32])[C:28]3[C:20](=[CH:19][CH:18]=[CH:17][CH:16]=3)[C:21]=2[CH:22]=[CH:23][CH:24]=1, predict the reactants needed to synthesize it. The reactants are: F[C:2](F)(F)C(O)=O.C([Zn]CC)C.ICI.[CH:16]1[C:28]2[CH:27]([CH2:29][O:30][C:31]([NH:33][C@@:34]3([C:46]([O:48][CH2:49][CH3:50])=[O:47])[CH2:39][C:38](=[CH2:40])[C@@H:37]4[C@H:35]3[C@H:36]4[C:41]([O:43][CH2:44][CH3:45])=[O:42])=[O:32])[C:26]3[C:21](=[CH:22][CH:23]=[CH:24][CH:25]=3)[C:20]=2[CH:19]=[CH:18][CH:17]=1.